This data is from Full USPTO retrosynthesis dataset with 1.9M reactions from patents (1976-2016). The task is: Predict the reactants needed to synthesize the given product. (1) The reactants are: FC1C=CC(NC(=O)NC2C=CC(C3C=C4C(=CC=3)C(=O)N([C@@H](C(C)C)C(O)=O)C4)=CC=2)=CC=1.[F:35][C:36]1[CH:41]=[C:40]([F:42])[CH:39]=[CH:38][C:37]=1[NH:43][C:44](=[O:70])[NH:45][C:46]1[CH:51]=[CH:50][C:49]([C:52]2[CH:53]=[C:54]3[C:58](=[CH:59][CH:60]=2)[C:57](=[O:61])[N:56]([C@@H:62]([CH:67]([CH3:69])[CH3:68])[C:63]([O:65]C)=[O:64])[CH2:55]3)=[CH:48][CH:47]=1. Given the product [F:35][C:36]1[CH:41]=[C:40]([F:42])[CH:39]=[CH:38][C:37]=1[NH:43][C:44](=[O:70])[NH:45][C:46]1[CH:51]=[CH:50][C:49]([C:52]2[CH:53]=[C:54]3[C:58](=[CH:59][CH:60]=2)[C:57](=[O:61])[N:56]([C@@H:62]([CH:67]([CH3:68])[CH3:69])[C:63]([OH:65])=[O:64])[CH2:55]3)=[CH:48][CH:47]=1, predict the reactants needed to synthesize it. (2) Given the product [Cl:1][C:2]1[CH:7]=[C:6]([N+:8]([O-:10])=[O:9])[CH:5]=[CH:4][C:3]=1[O:26][CH2:25][C:23]1[CH:22]=[CH:21][CH:20]=[C:19]([CH3:18])[N:24]=1, predict the reactants needed to synthesize it. The reactants are: [Cl:1][C:2]1[CH:7]=[C:6]([N+:8]([O-:10])=[O:9])[CH:5]=[CH:4][C:3]=1F.C([O-])([O-])=O.[K+].[K+].[CH3:18][C:19]1[N:24]=[C:23]([CH2:25][OH:26])[CH:22]=[CH:21][CH:20]=1. (3) Given the product [Br:1][C:2]1[O:6][C:5]([C:7]([C:9]2[C:10]([Cl:15])=[N:11][CH:12]=[N:13][CH:14]=2)=[O:8])=[CH:4][CH:3]=1, predict the reactants needed to synthesize it. The reactants are: [Br:1][C:2]1[O:6][C:5]([CH:7]([C:9]2[C:10]([Cl:15])=[N:11][CH:12]=[N:13][CH:14]=2)[OH:8])=[CH:4][CH:3]=1. (4) Given the product [CH3:1][N:2]1[C:6]([C:7]2[CH:8]=[CH:9][C:10]([O:13][CH2:22][C:23]3[CH:32]=[CH:31][C:30]4[C:25](=[CH:26][CH:27]=[CH:28][CH:29]=4)[N:24]=3)=[CH:11][CH:12]=2)=[C:5]([C:14]2[CH:19]=[CH:18][N:17]=[CH:16][CH:15]=2)[N:4]=[N:3]1, predict the reactants needed to synthesize it. The reactants are: [CH3:1][N:2]1[C:6]([C:7]2[CH:12]=[CH:11][C:10]([OH:13])=[CH:9][CH:8]=2)=[C:5]([C:14]2[CH:19]=[CH:18][N:17]=[CH:16][CH:15]=2)[N:4]=[N:3]1.Cl.Cl[CH2:22][C:23]1[CH:32]=[CH:31][C:30]2[C:25](=[CH:26][CH:27]=[CH:28][CH:29]=2)[N:24]=1.C(=O)([O-])[O-].[Cs+].[Cs+]. (5) Given the product [Cl:1][C:2]1[CH:3]=[C:4]([NH:17][C:18]2[C:27]3[C:22](=[CH:23][C:24]([O:31][CH2:32][CH3:33])=[C:25]([NH2:28])[CH:26]=3)[N:21]=[CH:20][N:19]=2)[CH:5]=[CH:6][C:7]=1[O:8][CH2:9][C:10]1[CH:15]=[CH:14][CH:13]=[C:12]([F:16])[CH:11]=1, predict the reactants needed to synthesize it. The reactants are: [Cl:1][C:2]1[CH:3]=[C:4]([NH:17][C:18]2[C:27]3[C:22](=[CH:23][C:24]([O:31][CH2:32][CH3:33])=[C:25]([N+:28]([O-])=O)[CH:26]=3)[N:21]=[CH:20][N:19]=2)[CH:5]=[CH:6][C:7]=1[O:8][CH2:9][C:10]1[CH:15]=[CH:14][CH:13]=[C:12]([F:16])[CH:11]=1. (6) The reactants are: [C:1]([C:3]1[CH:8]=[CH:7][C:6]([NH:9][C:10]([CH:12]=[CH:13][C:14]([OH:16])=O)=[O:11])=[CH:5][C:4]=1[C:17]([F:20])([F:19])[F:18])#[N:2].C1(C)C=CC=CC=1.C[Si](C)(C)N[Si](C)(C)C.Cl. Given the product [O:16]=[C:14]1[CH:13]=[CH:12][C:10](=[O:11])[N:9]1[C:6]1[CH:7]=[CH:8][C:3]([C:1]#[N:2])=[C:4]([C:17]([F:20])([F:19])[F:18])[CH:5]=1, predict the reactants needed to synthesize it. (7) The reactants are: [F:1][C:2]1[CH:7]=[C:6]([C:8]([F:11])([F:10])[F:9])[CH:5]=[CH:4][C:3]=1[CH:12]1[CH2:17][N:16]([C:18]([O:20]C2C=CC([N+]([O-])=O)=CC=2)=O)[CH2:15][CH:14]([C:30]([O:32][CH3:33])=[O:31])[CH2:13]1.[NH:34]1[CH2:39][CH2:38][S:37][CH2:36][CH2:35]1.C(=O)([O-])[O-].[K+].[K+]. Given the product [F:1][C:2]1[CH:7]=[C:6]([C:8]([F:10])([F:11])[F:9])[CH:5]=[CH:4][C:3]=1[CH:12]1[CH2:17][N:16]([C:18]([N:34]2[CH2:39][CH2:38][S:37][CH2:36][CH2:35]2)=[O:20])[CH2:15][CH:14]([C:30]([O:32][CH3:33])=[O:31])[CH2:13]1, predict the reactants needed to synthesize it. (8) Given the product [CH2:1]([O:8][C:9]1[CH:14]=[C:13]([O:15][CH2:16][C:17]2[CH:22]=[CH:21][CH:20]=[CH:19][CH:18]=2)[C:12]([CH:23]([CH3:25])[CH3:24])=[CH:11][C:10]=1[C:26]1[O:30][N:29]=[C:28]([C:31](=[O:32])[NH:33][CH2:34][CH3:35])[C:27]=1[C:36]1[N:37]=[C:47]([C:48]([O:50][CH2:51][CH3:52])=[O:49])[O:39][N:38]=1)[C:2]1[CH:7]=[CH:6][CH:5]=[CH:4][CH:3]=1, predict the reactants needed to synthesize it. The reactants are: [CH2:1]([O:8][C:9]1[CH:14]=[C:13]([O:15][CH2:16][C:17]2[CH:22]=[CH:21][CH:20]=[CH:19][CH:18]=2)[C:12]([CH:23]([CH3:25])[CH3:24])=[CH:11][C:10]=1[C:26]1[O:30][N:29]=[C:28]([C:31]([NH:33][CH2:34][CH3:35])=[O:32])[C:27]=1[C:36](=[N:38][OH:39])[NH2:37])[C:2]1[CH:7]=[CH:6][CH:5]=[CH:4][CH:3]=1.N1C=CC=CC=1.Cl[C:47](=O)[C:48]([O:50][CH2:51][CH3:52])=[O:49]. (9) Given the product [Cl:26][C:27]1[N:32]=[C:31]([C:33]2[CH:38]=[CH:37][CH:36]=[CH:35][CH:34]=2)[N:30]=[C:29]([C:39]([NH:14][C:13]2[CH:15]=[CH:16][CH:17]=[CH:18][C:12]=2[C:10]2[S:11][C:7]([C:1]3[CH:2]=[CH:3][CH:4]=[CH:5][CH:6]=3)=[N:8][N:9]=2)=[O:40])[CH:28]=1, predict the reactants needed to synthesize it. The reactants are: [C:1]1([C:7]2[S:11][C:10]([C:12]3[CH:18]=[CH:17][CH:16]=[CH:15][C:13]=3[NH2:14])=[N:9][N:8]=2)[CH:6]=[CH:5][CH:4]=[CH:3][CH:2]=1.C(N(CC)CC)C.[Cl:26][C:27]1[N:32]=[C:31]([C:33]2[CH:38]=[CH:37][CH:36]=[CH:35][CH:34]=2)[N:30]=[C:29]([C:39](Cl)=[O:40])[CH:28]=1.CO. (10) The reactants are: [Br:1][C:2]1[CH:3]=[CH:4][C:5]([CH3:21])=[C:6]([CH:8]([C:10]2[S:11][C:12]([C:15]3[CH:20]=[CH:19][CH:18]=[CH:17][N:16]=3)=[CH:13][CH:14]=2)O)[CH:7]=1.C(O[BH-](OC(=O)C)OC(=O)C)(=O)C.[Na+].[OH-].[Na+]. Given the product [Br:1][C:2]1[CH:3]=[CH:4][C:5]([CH3:21])=[C:6]([CH2:8][C:10]2[S:11][C:12]([C:15]3[CH:20]=[CH:19][CH:18]=[CH:17][N:16]=3)=[CH:13][CH:14]=2)[CH:7]=1, predict the reactants needed to synthesize it.